This data is from Forward reaction prediction with 1.9M reactions from USPTO patents (1976-2016). The task is: Predict the product of the given reaction. (1) The product is: [NH2:1][CH2:3][C:4]1[CH:9]=[CH:8][C:7]([CH2:10][CH2:11][NH:12][C:13]([C:15]2[CH:20]=[CH:19][C:18]([C:21]3[CH:26]=[CH:25][C:24]([Cl:27])=[CH:23][CH:22]=3)=[CH:17][CH:16]=2)=[O:14])=[CH:6][CH:5]=1. Given the reactants [NH3:1].Br[CH2:3][C:4]1[CH:9]=[CH:8][C:7]([CH2:10][CH2:11][NH:12][C:13]([C:15]2[CH:20]=[CH:19][C:18]([C:21]3[CH:26]=[CH:25][C:24]([Cl:27])=[CH:23][CH:22]=3)=[CH:17][CH:16]=2)=[O:14])=[CH:6][CH:5]=1, predict the reaction product. (2) Given the reactants [Cl:1][C:2]1[CH:3]=[N:4][C:5]2[N:6]([N:8]=[C:9]([C:11]([OH:13])=O)[CH:10]=2)[CH:7]=1.[Br:14][C:15]1[N:23]2[C:18]([N:19]([CH3:24])[NH:20][CH2:21][CH2:22]2)=[N:17][CH:16]=1, predict the reaction product. The product is: [Br:14][C:15]1[N:23]2[C:18]([N:19]([CH3:24])[N:20]([C:11]([C:9]3[CH:10]=[C:5]4[N:4]=[CH:3][C:2]([Cl:1])=[CH:7][N:6]4[N:8]=3)=[O:13])[CH2:21][CH2:22]2)=[N:17][CH:16]=1. (3) Given the reactants [Cl:1][C:2]1[CH:3]=[C:4]([CH:6]=[CH:7][C:8]=1[N+:9]([O-:11])=[O:10])[NH2:5].[CH3:12][S:13](Cl)(=[O:15])=[O:14].N1C=CC=CC=1, predict the reaction product. The product is: [Cl:1][C:2]1[CH:3]=[C:4]([NH:5][S:13]([CH3:12])(=[O:15])=[O:14])[CH:6]=[CH:7][C:8]=1[N+:9]([O-:11])=[O:10]. (4) Given the reactants [NH2:1][C:2]1[CH:7]=[CH:6][C:5]([C:8]2[CH2:13][S:12][C:11]3=[N:14][N:15]=[C:16]([C:17]4[CH:22]=[CH:21][C:20]([O:23][CH3:24])=[C:19]([O:25][CH3:26])[CH:18]=4)[N:10]3[N:9]=2)=[CH:4][CH:3]=1.[C:27](OC(=O)C)(=[O:29])[CH3:28].C(N(CC)CC)C, predict the reaction product. The product is: [C:27]([NH:1][C:2]1[CH:3]=[CH:4][C:5]([C:8]2[CH2:13][S:12][C:11]3=[N:14][N:15]=[C:16]([C:17]4[CH:22]=[CH:21][C:20]([O:23][CH3:24])=[C:19]([O:25][CH3:26])[CH:18]=4)[N:10]3[N:9]=2)=[CH:6][CH:7]=1)(=[O:29])[CH3:28].